This data is from NCI-60 drug combinations with 297,098 pairs across 59 cell lines. The task is: Regression. Given two drug SMILES strings and cell line genomic features, predict the synergy score measuring deviation from expected non-interaction effect. (1) Drug 1: CC1=C(C=C(C=C1)NC2=NC=CC(=N2)N(C)C3=CC4=NN(C(=C4C=C3)C)C)S(=O)(=O)N.Cl. Drug 2: CCC1=CC2CC(C3=C(CN(C2)C1)C4=CC=CC=C4N3)(C5=C(C=C6C(=C5)C78CCN9C7C(C=CC9)(C(C(C8N6C)(C(=O)OC)O)OC(=O)C)CC)OC)C(=O)OC.C(C(C(=O)O)O)(C(=O)O)O. Cell line: PC-3. Synergy scores: CSS=54.4, Synergy_ZIP=14.2, Synergy_Bliss=13.1, Synergy_Loewe=-30.8, Synergy_HSA=14.1. (2) Drug 1: COC1=CC(=CC(=C1O)OC)C2C3C(COC3=O)C(C4=CC5=C(C=C24)OCO5)OC6C(C(C7C(O6)COC(O7)C8=CC=CS8)O)O. Drug 2: CC1=C(C=C(C=C1)C(=O)NC2=CC(=CC(=C2)C(F)(F)F)N3C=C(N=C3)C)NC4=NC=CC(=N4)C5=CN=CC=C5. Cell line: NCI-H460. Synergy scores: CSS=37.8, Synergy_ZIP=0.0718, Synergy_Bliss=-2.59, Synergy_Loewe=-11.8, Synergy_HSA=-0.676. (3) Drug 1: CC1OCC2C(O1)C(C(C(O2)OC3C4COC(=O)C4C(C5=CC6=C(C=C35)OCO6)C7=CC(=C(C(=C7)OC)O)OC)O)O. Drug 2: CC(C1=C(C=CC(=C1Cl)F)Cl)OC2=C(N=CC(=C2)C3=CN(N=C3)C4CCNCC4)N. Cell line: UACC-257. Synergy scores: CSS=-1.81, Synergy_ZIP=-2.11, Synergy_Bliss=-4.14, Synergy_Loewe=-6.14, Synergy_HSA=-4.32. (4) Drug 1: C1C(C(OC1N2C=NC3=C(N=C(N=C32)Cl)N)CO)O. Drug 2: CC1CCC2CC(C(=CC=CC=CC(CC(C(=O)C(C(C(=CC(C(=O)CC(OC(=O)C3CCCCN3C(=O)C(=O)C1(O2)O)C(C)CC4CCC(C(C4)OC)OCCO)C)C)O)OC)C)C)C)OC. Cell line: OVCAR-8. Synergy scores: CSS=39.9, Synergy_ZIP=-1.25, Synergy_Bliss=-2.47, Synergy_Loewe=-8.66, Synergy_HSA=-1.72.